This data is from Buchwald-Hartwig C-N cross coupling reaction yields with 55,370 reactions. The task is: Predict the reaction yield, written as a fraction of the theoretical maximum amount of product (1.0 means a 100% yield; for example, 0.34 means a 34% yield). (1) The reactants are FC(F)(F)c1ccc(Br)cc1.Cc1ccc(N)cc1.O=S(=O)(O[Pd]1c2ccccc2-c2ccccc2N~1)C(F)(F)F.CC(C)c1cc(C(C)C)c(-c2ccccc2P(C(C)(C)C)C(C)(C)C)c(C(C)C)c1.CN(C)C(=NC(C)(C)C)N(C)C.Fc1cccc(F)c1-c1ccno1. No catalyst specified. The product is Cc1ccc(Nc2ccc(C(F)(F)F)cc2)cc1. The yield is 0.350. (2) The reactants are CCc1ccc(Cl)cc1.Cc1ccc(N)cc1.O=S(=O)(O[Pd]1c2ccccc2-c2ccccc2N~1)C(F)(F)F.COc1ccc(OC)c(P(C(C)(C)C)C(C)(C)C)c1-c1c(C(C)C)cc(C(C)C)cc1C(C)C.CN(C)C(=NC(C)(C)C)N(C)C.c1ccc2nocc2c1. No catalyst specified. The product is CCc1ccc(Nc2ccc(C)cc2)cc1. The yield is 0.0355. (3) The reactants are Clc1ccccn1.Cc1ccc(N)cc1.O=S(=O)(O[Pd]1c2ccccc2-c2ccccc2N~1)C(F)(F)F.CC(C)c1cc(C(C)C)c(-c2ccccc2P(C2CCCCC2)C2CCCCC2)c(C(C)C)c1.CN1CCCN2CCCN=C12.CCOC(=O)c1cnoc1. No catalyst specified. The product is Cc1ccc(Nc2ccccn2)cc1. The yield is 0.0716. (4) The reactants are Clc1ccccn1.Cc1ccc(N)cc1.O=S(=O)(O[Pd]1c2ccccc2-c2ccccc2N~1)C(F)(F)F.COc1ccc(OC)c(P(C(C)(C)C)C(C)(C)C)c1-c1c(C(C)C)cc(C(C)C)cc1C(C)C.CN1CCCN2CCCN=C12.c1ccc(-c2ccon2)cc1. No catalyst specified. The product is Cc1ccc(Nc2ccccn2)cc1. The yield is 0.861. (5) The reactants are CCc1ccc(Cl)cc1.Cc1ccc(N)cc1.O=S(=O)(O[Pd]1c2ccccc2-c2ccccc2N~1)C(F)(F)F.CC(C)c1cc(C(C)C)c(-c2ccccc2P(C2CCCCC2)C2CCCCC2)c(C(C)C)c1.CCN=P(N=P(N(C)C)(N(C)C)N(C)C)(N(C)C)N(C)C.COC(=O)c1cc(-c2ccco2)on1. No catalyst specified. The product is CCc1ccc(Nc2ccc(C)cc2)cc1. The yield is 0.00340. (6) The reactants are Ic1cccnc1.Cc1ccc(N)cc1.O=S(=O)(O[Pd]1c2ccccc2-c2ccccc2N~1)C(F)(F)F.CC(C)c1cc(C(C)C)c(-c2ccccc2P(C2CCCCC2)C2CCCCC2)c(C(C)C)c1.CN1CCCN2CCCN=C12.Cc1ccon1. No catalyst specified. The product is Cc1ccc(Nc2cccnc2)cc1. The yield is 0.491. (7) The reactants are COc1ccc(I)cc1.Cc1ccc(N)cc1.O=S(=O)(O[Pd]1c2ccccc2-c2ccccc2N~1)C(F)(F)F.CC(C)c1cc(C(C)C)c(-c2ccccc2P(C2CCCCC2)C2CCCCC2)c(C(C)C)c1.CN1CCCN2CCCN=C12.Cc1cc(-n2cccc2)no1. No catalyst specified. The product is COc1ccc(Nc2ccc(C)cc2)cc1. The yield is 0.173.